This data is from Full USPTO retrosynthesis dataset with 1.9M reactions from patents (1976-2016). The task is: Predict the reactants needed to synthesize the given product. (1) Given the product [Fe:17].[OH:4][CH:3]([CH:5]([OH:6])[CH:7]([OH:8])[CH:9]([OH:10])[CH2:11][OH:12])[C:2]([O-:13])=[O:1], predict the reactants needed to synthesize it. The reactants are: [O:1]=[C:2]([O-:13])[C@@H:3]([C@H:5]([C@@H:7]([C@@H:9]([CH2:11][OH:12])[OH:10])[OH:8])[OH:6])[OH:4].[Na+].[OH-].[Na+].[Fe:17](Cl)Cl. (2) Given the product [CH3:1][C:2]1[C:3]([C:18]([F:19])([F:21])[F:20])=[CH:4][C:5]2[NH:9][C:8](=[O:10])[N:7]([CH:11]3[CH2:12][CH2:13][N:14]([C:23]4([C:24]#[N:25])[CH2:27][CH2:33][O:28][CH2:29][CH2:26]4)[CH2:15][CH2:16]3)[C:6]=2[CH:17]=1, predict the reactants needed to synthesize it. The reactants are: [CH3:1][C:2]1[C:3]([C:18]([F:21])([F:20])[F:19])=[CH:4][C:5]2[NH:9][C:8](=[O:10])[N:7]([CH:11]3[CH2:16][CH2:15][NH:14][CH2:13][CH2:12]3)[C:6]=2[CH:17]=1.O[C:23]([CH3:27])([CH3:26])[C:24]#[N:25].[O:28]1[CH2:33]CC(=O)C[CH2:29]1.[O-]S([O-])(=O)=O.[Mg+2]. (3) Given the product [C:5]([O:9][C:10]([N:12]([CH3:51])[C@@H:13]([CH3:50])[C:14]([NH:16][C@H:17]1[CH2:23][O:22][C:21]2[C:24]([C:28]([OH:30])=[O:29])=[CH:25][CH:26]=[CH:27][C:20]=2[N:19]([CH2:32][C:33]2[C:42]3[C:37](=[CH:38][C:39]([C:43]([OH:45])=[O:44])=[CH:40][CH:41]=3)[CH:36]=[CH:35][C:34]=2[O:47][CH3:48])[C:18]1=[O:49])=[O:15])=[O:11])([CH3:8])([CH3:7])[CH3:6], predict the reactants needed to synthesize it. The reactants are: O[Li].O.O.[C:5]([O:9][C:10]([N:12]([CH3:51])[C@@H:13]([CH3:50])[C:14]([NH:16][C@H:17]1[CH2:23][O:22][C:21]2[C:24]([C:28]([O:30]C)=[O:29])=[CH:25][CH:26]=[CH:27][C:20]=2[N:19]([CH2:32][C:33]2[C:42]3[C:37](=[CH:38][C:39]([C:43]([O:45]C)=[O:44])=[CH:40][CH:41]=3)[CH:36]=[CH:35][C:34]=2[O:47][CH3:48])[C:18]1=[O:49])=[O:15])=[O:11])([CH3:8])([CH3:7])[CH3:6]. (4) Given the product [OH:1][C:2]1[CH:3]=[C:4]([CH:9]=[C:10]([OH:12])[C:11]=1[I:13])[C:5]([O:7][CH3:8])=[O:6], predict the reactants needed to synthesize it. The reactants are: [OH:1][C:2]1[CH:3]=[C:4]([CH:9]=[C:10]([OH:12])[CH:11]=1)[C:5]([O:7][CH3:8])=[O:6].[I:13]I. (5) Given the product [F:3][C:4]1[CH:9]=[CH:8][C:7]([S:10](=[O:11])(=[O:12])[NH:13][C:14]2[CH:15]=[CH:16][C:17]3[C@H:18]4[CH2:28][C@H:19]4[CH2:20][O:21][C:22]=3[C:23]=2[C:24]([O:26][CH3:27])=[O:25])=[C:6]([CH2:29][C:30]([OH:32])=[O:31])[CH:5]=1, predict the reactants needed to synthesize it. The reactants are: [OH-].[Na+].[F:3][C:4]1[CH:9]=[CH:8][C:7]([S:10]([NH:13][C:14]2[C:23]([C:24]([O:26][CH3:27])=[O:25])=[C:22]3[C:17]([C@H:18]4[CH2:28][C@H:19]4[CH2:20][O:21]3)=[CH:16][CH:15]=2)(=[O:12])=[O:11])=[C:6]([CH2:29][C:30]([O:32]C)=[O:31])[CH:5]=1.